Dataset: Cav3 T-type calcium channel HTS with 100,875 compounds. Task: Binary Classification. Given a drug SMILES string, predict its activity (active/inactive) in a high-throughput screening assay against a specified biological target. The molecule is O(CC(=O)N1C(Cc2c1cccc2)C)c1cc2oc(=O)cc(c2cc1)C. The result is 0 (inactive).